The task is: Predict the reactants needed to synthesize the given product.. This data is from Full USPTO retrosynthesis dataset with 1.9M reactions from patents (1976-2016). (1) Given the product [C:4]([Si:1]([CH3:3])([CH3:2])[O:8][CH2:9][C@@H:10]1[C@@H:11]([O:38][CH2:41][C:42]2[CH:47]=[CH:46][CH:45]=[CH:44][CH:43]=2)[C@H:12]([O:37][CH2:25][C:26]2[CH:35]=[CH:34][CH:29]=[CH:28][CH:27]=2)[C@@H:13]([O:36][CH2:14][C:18]2[CH:23]=[CH:22][CH:21]=[CH:20][CH:19]=2)[C:14]([C:18]2[CH:23]=[CH:22][C:21]([Cl:24])=[C:20]([CH2:25][C:26]3[CH:35]=[CH:34][C:29]4[O:30][CH2:31][CH2:32][O:33][C:28]=4[CH:27]=3)[CH:19]=2)([O:16][CH3:17])[O:15]1)([CH3:7])([CH3:5])[CH3:6], predict the reactants needed to synthesize it. The reactants are: [Si:1]([O:8][CH2:9][C@H:10]1[O:15][C:14]([C:18]2[CH:23]=[CH:22][C:21]([Cl:24])=[C:20]([CH2:25][C:26]3[CH:35]=[CH:34][C:29]4[O:30][CH2:31][CH2:32][O:33][C:28]=4[CH:27]=3)[CH:19]=2)([O:16][CH3:17])[C@H:13]([OH:36])[C@@H:12]([OH:37])[C@@H:11]1[OH:38])([C:4]([CH3:7])([CH3:6])[CH3:5])([CH3:3])[CH3:2].[H-].[Na+].[CH2:41](Br)[C:42]1[CH:47]=[CH:46][CH:45]=[CH:44][CH:43]=1.[Cl-].[NH4+]. (2) The reactants are: [CH3:1][O:2][CH2:3][N:4]1[C:9]2[CH:10]=[C:11]([CH2:14][N:15]3C(=O)C4=CC=CC=C4C3=O)[CH:12]=[CH:13][C:8]=2[S:7][C:6]2[N:26]=[CH:27][CH:28]=[N:29][C:5]1=2.O.NN. Given the product [NH2:15][CH2:14][C:11]1[CH:12]=[CH:13][C:8]2[S:7][C:6]3[N:26]=[CH:27][CH:28]=[N:29][C:5]=3[N:4]([CH2:3][O:2][CH3:1])[C:9]=2[CH:10]=1, predict the reactants needed to synthesize it. (3) Given the product [CH3:1][O:2][C:3]1[CH:4]=[C:5]2[C:9](=[CH:10][CH:11]=1)[N:8]([CH2:17][C:18]1[CH:23]=[CH:22][CH:21]=[CH:20][N:19]=1)[C:7]([CH3:12])=[CH:6]2, predict the reactants needed to synthesize it. The reactants are: [CH3:1][O:2][C:3]1[CH:4]=[C:5]2[C:9](=[CH:10][CH:11]=1)[NH:8][C:7]([CH3:12])=[CH:6]2.[H-].[Na+].Br.Br[CH2:17][C:18]1[CH:23]=[CH:22][CH:21]=[CH:20][N:19]=1. (4) The reactants are: [CH3:1][O:2][C:3]1[CH:4]=[CH:5][CH:6]=[C:7]2[C:11]=1[N:10]([CH2:12][CH2:13][CH2:14][N:15]1[CH2:20][CH2:19][CH:18]([O:21][CH2:22][CH2:23][CH3:24])[CH2:17][CH2:16]1)[CH:9]=[C:8]2[C:25](=O)[CH3:26].N(C)C. Given the product [CH2:25]([C:8]1[C:7]2[C:11](=[C:3]([O:2][CH3:1])[CH:4]=[CH:5][CH:6]=2)[N:10]([CH2:12][CH2:13][CH2:14][N:15]2[CH2:16][CH2:17][CH:18]([O:21][CH2:22][CH2:23][CH3:24])[CH2:19][CH2:20]2)[CH:9]=1)[CH3:26], predict the reactants needed to synthesize it. (5) Given the product [CH2:1]([N:8]1[CH2:9][CH2:10][N:11]([CH2:14][CH2:15][CH2:16][NH:17][C:24]([CH:18]2[CH2:23][CH2:22][CH2:21][CH2:20][CH2:19]2)=[O:25])[CH2:12][CH2:13]1)[C:2]1[CH:3]=[CH:4][CH:5]=[CH:6][CH:7]=1, predict the reactants needed to synthesize it. The reactants are: [CH2:1]([N:8]1[CH2:13][CH2:12][N:11]([CH2:14][CH2:15][CH2:16][NH2:17])[CH2:10][CH2:9]1)[C:2]1[CH:7]=[CH:6][CH:5]=[CH:4][CH:3]=1.[CH:18]1([C:24](Cl)=[O:25])[CH2:23][CH2:22][CH2:21][CH2:20][CH2:19]1.C(N(CC)CC)C.C1C=C2C(C(O)(O)C(=O)C2=CC=1)=O. (6) Given the product [CH2:1]([N:8]1[CH2:14][C:13]2[N:15]=[CH:16][C:17]([NH2:47])=[N:18][C:12]=2[O:11][CH2:10][CH2:9]1)[C:2]1[CH:7]=[CH:6][CH:5]=[CH:4][CH:3]=1, predict the reactants needed to synthesize it. The reactants are: [CH2:1]([N:8]1[CH2:14][C:13]2[N:15]=[CH:16][C:17](Cl)=[N:18][C:12]=2[O:11][CH2:10][CH2:9]1)[C:2]1[CH:7]=[CH:6][CH:5]=[CH:4][CH:3]=1.C1(P(C2CCCCC2)C2C=CC=CC=2C2C=CC=CC=2)CCCCC1.C[Si](C)(C)[N-:47][Si](C)(C)C.[Li+].Cl.C(=O)([O-])O.[Na+].